From a dataset of Catalyst prediction with 721,799 reactions and 888 catalyst types from USPTO. Predict which catalyst facilitates the given reaction. (1) Reactant: [N:1]1([C:11]([O:13][C:14]([CH3:17])([CH3:16])[CH3:15])=[O:12])[CH2:6][CH2:5][NH:4][C@H:3]([C:7]([O:9][CH3:10])=[O:8])[CH2:2]1.C(N(CC)CC)C.[C:25](Cl)(=[O:27])[CH3:26]. Product: [C:25]([N:4]1[CH2:5][CH2:6][N:1]([C:11]([O:13][C:14]([CH3:17])([CH3:16])[CH3:15])=[O:12])[CH2:2][C@H:3]1[C:7]([O:9][CH3:10])=[O:8])(=[O:27])[CH3:26]. The catalyst class is: 4. (2) Reactant: [Cl-].[Br:2][C:3]1[CH:8]=[CH:7][N:6]2[N:9]=[C:10]([C:16]3[CH:21]=[CH:20][C:19]([O:22][CH3:23])=[CH:18][CH:17]=3)[C:11]([CH:12]=[N+](C)C)=[C:5]2[CH:4]=1.C(=O)(O)[O-:25].[K+]. Product: [Br:2][C:3]1[CH:8]=[CH:7][N:6]2[N:9]=[C:10]([C:16]3[CH:21]=[CH:20][C:19]([O:22][CH3:23])=[CH:18][CH:17]=3)[C:11]([CH:12]=[O:25])=[C:5]2[CH:4]=1. The catalyst class is: 5. (3) Reactant: C(O[C:4](=[O:17])[C:5]1[CH:10]=[C:9]([F:11])[C:8]([F:12])=[CH:7][C:6]=1[NH:13][CH:14]1[CH2:16][CH2:15]1)C.ClS[N:20]=[C:21]=[O:22]. Product: [CH:14]1([N:13]2[C:6]3[C:5](=[CH:10][C:9]([F:11])=[C:8]([F:12])[CH:7]=3)[C:4](=[O:17])[NH:20][C:21]2=[O:22])[CH2:15][CH2:16]1. The catalyst class is: 4.